This data is from Reaction yield outcomes from USPTO patents with 853,638 reactions. The task is: Predict the reaction yield, written as a fraction of the theoretical maximum amount of product (1.0 means a 100% yield; for example, 0.34 means a 34% yield). (1) The reactants are Cl.[CH:2]([N:5]1[C:9]([C:10]2[N:19]=[C:18]3[N:12]([CH2:13][CH2:14][O:15][C:16]4[CH:23]=[C:22]([CH:24]5[CH2:29][CH2:28][NH:27][CH2:26][CH2:25]5)[CH:21]=[CH:20][C:17]=43)[CH:11]=2)=[N:8][C:7]([CH3:30])=[N:6]1)([CH3:4])[CH3:3].[CH2:31]([O:33][C:34](=[O:39])[C:35](Br)([CH3:37])[CH3:36])[CH3:32].C(=O)([O-])[O-].[Cs+].[Cs+]. The catalyst is CN(C=O)C. The product is [CH2:31]([O:33][C:34](=[O:39])[C:35]([N:27]1[CH2:28][CH2:29][CH:24]([C:22]2[CH:21]=[CH:20][C:17]3[C:18]4[N:12]([CH2:13][CH2:14][O:15][C:16]=3[CH:23]=2)[CH:11]=[C:10]([C:9]2[N:5]([CH:2]([CH3:4])[CH3:3])[N:6]=[C:7]([CH3:30])[N:8]=2)[N:19]=4)[CH2:25][CH2:26]1)([CH3:37])[CH3:36])[CH3:32]. The yield is 0.360. (2) The reactants are Cl[C:2]1[CH:10]=[CH:9][C:5]([C:6]([OH:8])=[O:7])=[CH:4][N:3]=1.[OH-].[K+].[F:13][C:14]([F:19])([F:18])[CH:15]([OH:17])[CH3:16].Cl. The catalyst is CS(C)=O. The product is [F:13][C:14]([F:19])([F:18])[CH:15]([O:17][C:2]1[N:3]=[CH:4][C:5]([C:6]([OH:8])=[O:7])=[CH:9][CH:10]=1)[CH3:16]. The yield is 0.710. (3) The reactants are CN(C)C(N(C)C)=N.[C:9]([O:13][C:14]([CH:16](P(OC)(OC)=O)[C:17]([O:19][CH3:20])=[O:18])=[O:15])([CH3:12])([CH3:11])[CH3:10].[Cl:27][C:28]1[CH:35]=[CH:34][C:31]([CH:32]=O)=[CH:30][C:29]=1[F:36].O. The catalyst is C(Cl)Cl. The product is [C:9]([O:13][C:14](/[C:16](=[CH:32]\[C:31]1[CH:34]=[CH:35][C:28]([Cl:27])=[C:29]([F:36])[CH:30]=1)/[C:17]([O:19][CH3:20])=[O:18])=[O:15])([CH3:10])([CH3:11])[CH3:12]. The yield is 0.678. (4) The reactants are [C:1]([O:5][C:6]([C@:8]1([C:19](=[O:24])[N:20]([O:22][CH3:23])[CH3:21])[C@@H:10]([C:11]2[CH:16]=[CH:15][CH:14]=[CH:13][CH:12]=2)[C@H:9]1[CH2:17][OH:18])=[O:7])([CH3:4])([CH3:3])[CH3:2].[CH3:25]I. The catalyst is [Ag]=O. The product is [C:1]([O:5][C:6]([C@:8]1([C:19](=[O:24])[N:20]([O:22][CH3:23])[CH3:21])[C@@H:10]([C:11]2[CH:16]=[CH:15][CH:14]=[CH:13][CH:12]=2)[C@H:9]1[CH2:17][O:18][CH3:25])=[O:7])([CH3:4])([CH3:3])[CH3:2]. The yield is 0.580.